Dataset: Reaction yield outcomes from USPTO patents with 853,638 reactions. Task: Predict the reaction yield, written as a fraction of the theoretical maximum amount of product (1.0 means a 100% yield; for example, 0.34 means a 34% yield). (1) The reactants are [CH2:1]([O:8][CH2:9][C:10]1[C@@H:11]([O:34][C:35](=[O:42])[C:36]2[CH:41]=[CH:40][CH:39]=[CH:38][CH:37]=2)[CH2:12][C@H:13]([C:15]2[N:23]3[C:18]([C:19]([NH:24][C@@H:25]4[C:33]5[C:28](=[CH:29][CH:30]=[CH:31][CH:32]=5)[CH2:27][CH2:26]4)=[N:20][CH:21]=[N:22]3)=[CH:17][CH:16]=2)[CH:14]=1)[C:2]1[CH:7]=[CH:6][CH:5]=[CH:4][CH:3]=1.C(OC[C@H]1C[C@@H](C2N3C(C(N[C@@H]4C5C(=CC=CC=5)CC4)=NC=N3)=CC=2)C[C@@H]1OC(=O)C1C=CC=CC=1)C1C=CC=CC=1. The catalyst is CC([O-])=O.CC([O-])=O.[Pd+2].CO. The product is [CH2:1]([O:8][CH2:9][C@@H:10]1[CH2:14][C@@H:13]([C:15]2[N:23]3[C:18]([C:19]([NH:24][C@@H:25]4[C:33]5[C:28](=[CH:29][CH:30]=[CH:31][CH:32]=5)[CH2:27][CH2:26]4)=[N:20][CH:21]=[N:22]3)=[CH:17][CH:16]=2)[CH2:12][C@@H:11]1[O:34][C:35](=[O:42])[C:36]1[CH:37]=[CH:38][CH:39]=[CH:40][CH:41]=1)[C:2]1[CH:7]=[CH:6][CH:5]=[CH:4][CH:3]=1. The yield is 0.600. (2) The reactants are [Cl:1][CH2:2][C:3](=[NH:6])[NH:4][OH:5].C(N(CC)CC)C.[F:14][C:15]1[CH:23]=[CH:22][C:21]([C:24]([F:27])([F:26])[F:25])=[CH:20][C:16]=1[C:17](Cl)=O. The catalyst is C1(C)C=CC=CC=1. The product is [Cl:1][CH2:2][C:3]1[N:6]=[C:17]([C:16]2[CH:20]=[C:21]([C:24]([F:25])([F:27])[F:26])[CH:22]=[CH:23][C:15]=2[F:14])[O:5][N:4]=1. The yield is 0.190.